This data is from Peptide-MHC class I binding affinity with 185,985 pairs from IEDB/IMGT. The task is: Regression. Given a peptide amino acid sequence and an MHC pseudo amino acid sequence, predict their binding affinity value. This is MHC class I binding data. The peptide sequence is TLALEVAQQK. The MHC is HLA-A68:01 with pseudo-sequence HLA-A68:01. The binding affinity (normalized) is 0.175.